This data is from Forward reaction prediction with 1.9M reactions from USPTO patents (1976-2016). The task is: Predict the product of the given reaction. Given the reactants [Cl:1][C:2]1[C:7]([CH3:8])=[CH:6][CH:5]=[CH:4][N:3]=1.OO.NC(N)=[O:13].C(N)(N)=O.OO.FC(F)(F)C(O)=O.S(S([O-])=O)([O-])=O.[Na+].[Na+].Cl, predict the reaction product. The product is: [Cl:1][C:2]1[C:7]([CH3:8])=[CH:6][CH:5]=[CH:4][N+:3]=1[O-:13].